This data is from Reaction yield outcomes from USPTO patents with 853,638 reactions. The task is: Predict the reaction yield, written as a fraction of the theoretical maximum amount of product (1.0 means a 100% yield; for example, 0.34 means a 34% yield). (1) The reactants are CC1(C)CCCC(C)(C)N1.C([Li])CCC.[CH3:16][O:17][C:18]1[N:23]=[C:22]([O:24][CH3:25])[CH:21]=[CH:20][N:19]=1.C(=O)=O.[CH3:29][O:30][C:31]1[C:38]([O:39][CH3:40])=[CH:37][C:34]([CH:35]=[O:36])=[C:33]([CH:41]([CH3:49])[CH2:42][C:43]2[CH:48]=[CH:47][CH:46]=[CH:45][CH:44]=2)[CH:32]=1. The catalyst is C1COCC1. The product is [CH3:29][O:30][C:31]1[C:38]([O:39][CH3:40])=[CH:37][C:34]([CH:35]([C:21]2[C:22]([O:24][CH3:25])=[N:23][C:18]([O:17][CH3:16])=[N:19][CH:20]=2)[OH:36])=[C:33]([CH:41]([CH3:49])[CH2:42][C:43]2[CH:48]=[CH:47][CH:46]=[CH:45][CH:44]=2)[CH:32]=1. The yield is 0.520. (2) The product is [CH2:11]([NH:13][C:14]([N:10]=[C:3]([O:2][CH3:1])[C:4]1[CH:9]=[CH:8][CH:7]=[CH:6][CH:5]=1)=[O:15])[CH3:12]. The reactants are [CH3:1][O:2][C:3](=[NH:10])[C:4]1[CH:9]=[CH:8][CH:7]=[CH:6][CH:5]=1.[CH2:11]([N:13]=[C:14]=[O:15])[CH3:12]. No catalyst specified. The yield is 0.950.